From a dataset of Reaction yield outcomes from USPTO patents with 853,638 reactions. Predict the reaction yield, written as a fraction of the theoretical maximum amount of product (1.0 means a 100% yield; for example, 0.34 means a 34% yield). (1) The reactants are [CH3:1][O:2][C:3]1[CH:4]=[C:5]2[C:10](=[CH:11][C:12]=1[O:13][CH3:14])[N:9]=[CH:8][CH:7]=[C:6]2[O:15][C:16]1[CH:21]=[CH:20][C:19]([N+:22]([O-])=O)=[CH:18][N:17]=1.C1COCC1.CO. The catalyst is CN(C=O)C. The product is [CH3:1][O:2][C:3]1[CH:4]=[C:5]2[C:10](=[CH:11][C:12]=1[O:13][CH3:14])[N:9]=[CH:8][CH:7]=[C:6]2[O:15][C:16]1[N:17]=[CH:18][C:19]([NH2:22])=[CH:20][CH:21]=1. The yield is 0.981. (2) The reactants are [C:1]1([C@H:7]([NH:9][C:10]([N:12]2[C:15](=[O:16])[C@H:14]([S:17][C:18]3[CH:23]=[CH:22][CH:21]=[C:20]([N+:24]([O-])=O)[CH:19]=3)[C@H:13]2[C:27]([O:29][CH2:30][CH3:31])=[O:28])=[O:11])[CH3:8])[CH:6]=[CH:5][CH:4]=[CH:3][CH:2]=1.O.[Sn](Cl)(Cl)(Cl)Cl. The catalyst is C(OCC)(=O)C. The product is [C:1]1([C@H:7]([NH:9][C:10]([N:12]2[C:15](=[O:16])[C@H:14]([S:17][C:18]3[CH:23]=[CH:22][CH:21]=[C:20]([NH2:24])[CH:19]=3)[C@H:13]2[C:27]([O:29][CH2:30][CH3:31])=[O:28])=[O:11])[CH3:8])[CH:2]=[CH:3][CH:4]=[CH:5][CH:6]=1. The yield is 0.720. (3) The reactants are [F:1][C:2]1[C:3]([C:13]([O:15][CH3:16])=[O:14])=[CH:4][NH:5][C:6]=1[C:7]1[CH:12]=[CH:11][CH:10]=[CH:9][CH:8]=1.[H-].[Na+].C1OCCOCCOCCOCCOC1.Cl.[N:35]1[CH:40]=[CH:39][CH:38]=[C:37]([S:41](Cl)(=[O:43])=[O:42])[CH:36]=1. The catalyst is O1CCCC1.O. The product is [F:1][C:2]1[C:3]([C:13]([O:15][CH3:16])=[O:14])=[CH:4][N:5]([S:41]([C:37]2[CH:36]=[N:35][CH:40]=[CH:39][CH:38]=2)(=[O:43])=[O:42])[C:6]=1[C:7]1[CH:12]=[CH:11][CH:10]=[CH:9][CH:8]=1. The yield is 0.730. (4) The reactants are [Cl:1][C:2]1[CH:10]=[CH:9][CH:8]=[CH:7][C:3]=1[C:4](Cl)=[O:5].[Cu][C:12]#[N:13].C(#N)C. The catalyst is C1(C)C=CC=CC=1. The product is [Cl:1][C:2]1[CH:10]=[CH:9][CH:8]=[CH:7][C:3]=1[C:4](=[O:5])[C:12]#[N:13]. The yield is 0.750. (5) The reactants are [NH2:1][C:2]1[CH:10]=[C:9]([Cl:11])[C:8]([Br:12])=[CH:7][C:3]=1[C:4](O)=[O:5].[BH4-]. The catalyst is C1COCC1. The product is [NH2:1][C:2]1[CH:10]=[C:9]([Cl:11])[C:8]([Br:12])=[CH:7][C:3]=1[CH2:4][OH:5]. The yield is 0.710. (6) The reactants are [S:1]([N:17](S(C1C2C=CC=C(N(C)C)C=2C=CC=1)(=O)=O)[CH2:18][CH2:19][S:20][S:21][CH2:22][CH2:23][NH2:24])([C:4]1[C:16]2[CH:15]=[CH:14][CH:13]=[C:9]([N:10]([CH3:12])[CH3:11])[C:8]=2[CH:7]=[CH:6][CH:5]=1)(=[O:3])=[O:2].C(C(O)=O)CP(CCC(O)=O)CCC(O)=O.[Br:57][C:58]1[C:63](=[O:64])[NH:62][C:60](=[O:61])[C:59]=1Br. The catalyst is CO. The product is [Br:57][N:17]([S:1]([C:4]1[C:16]2[CH:15]=[CH:14][CH:13]=[C:9]([N:10]([CH3:12])[CH3:11])[C:8]=2[CH:7]=[CH:6][CH:5]=1)(=[O:3])=[O:2])[CH2:18][CH2:19][S:20][S:21][CH2:22][CH2:23][NH2:24].[C:60]1(=[O:61])[NH:62][C:63](=[O:64])[CH:58]=[CH:59]1. The yield is 0.220. (7) The reactants are C([O:3][C:4]([C:6]1[C:10]([CH3:11])=[C:9]([Si](C)(C)C)[NH:8][N:7]=1)=[O:5])C.[OH-].[Na+].Cl. The catalyst is CCO. The product is [CH3:11][C:10]1[C:6]([C:4]([OH:5])=[O:3])=[N:7][NH:8][CH:9]=1. The yield is 1.00.